This data is from Catalyst prediction with 721,799 reactions and 888 catalyst types from USPTO. The task is: Predict which catalyst facilitates the given reaction. Reactant: [CH2:1]([NH2:5])[CH:2]=[CH:3][CH3:4].[CH:6]12[O:12][CH:9]([CH2:10][CH2:11]1)[CH:8]1[C:13]([O:15][C:16](=O)[CH:7]21)=[O:14].C(N(CC)CC)C. Product: [CH2:1]([N:5]1[C:16](=[O:15])[CH:7]2[CH:8]([CH:9]3[O:12][CH:6]2[CH2:11][CH2:10]3)[C:13]1=[O:14])[CH2:2][CH:3]=[CH2:4]. The catalyst class is: 260.